Dataset: Forward reaction prediction with 1.9M reactions from USPTO patents (1976-2016). Task: Predict the product of the given reaction. Given the reactants [C:1]1([CH2:7][CH2:8][O:9][CH2:10][CH2:11][C:12]([N:14]2[CH2:21][CH2:20][CH2:19][C@H:15]2[C:16]([NH2:18])=O)=O)[CH:6]=[CH:5][CH:4]=[CH:3][CH:2]=1.B.C1COCC1, predict the reaction product. The product is: [C:1]1([CH2:7][CH2:8][O:9][CH2:10][CH2:11][CH2:12][N:14]2[CH2:21][CH2:20][CH2:19][C@H:15]2[CH2:16][NH2:18])[CH:2]=[CH:3][CH:4]=[CH:5][CH:6]=1.